Dataset: Catalyst prediction with 721,799 reactions and 888 catalyst types from USPTO. Task: Predict which catalyst facilitates the given reaction. Reactant: F[C:2]1[CH:7]=[CH:6][C:5]([F:8])=[CH:4][C:3]=1[N+:9]([O-:11])=[O:10].[NH2:12][CH:13]([CH2:17][CH3:18])[C:14]([OH:16])=[O:15].C(=O)([O-])[O-].[K+].[K+].CS(C)=O. Product: [F:8][C:5]1[CH:6]=[CH:7][C:2]([NH:12][CH:13]([CH2:17][CH3:18])[C:14]([OH:16])=[O:15])=[C:3]([N+:9]([O-:11])=[O:10])[CH:4]=1. The catalyst class is: 6.